Predict the product of the given reaction. From a dataset of Forward reaction prediction with 1.9M reactions from USPTO patents (1976-2016). (1) Given the reactants [NH2:1][C:2]1[C:12]([F:13])=[CH:11][C:10]([C:14]2[CH:15]=[C:16]3[C:22]([C:23]4[CH:28]=[CH:27][CH:26]=[CH:25][C:24]=4[O:29][CH3:30])=[CH:21][N:20]([S:31]([C:34]4[CH:39]=[CH:38][C:37]([CH3:40])=[CH:36][CH:35]=4)(=[O:33])=[O:32])[C:17]3=[N:18][CH:19]=2)=[CH:9][C:3]=1[C:4]([N:6]([CH3:8])[CH3:7])=[O:5].ClCCl.[C:44](=O)(O)[O-:45].[Na+].C(Cl)(Cl)=O, predict the reaction product. The product is: [F:13][C:12]1[C:2]([N:1]=[C:44]=[O:45])=[C:3]([CH:9]=[C:10]([C:14]2[CH:15]=[C:16]3[C:22]([C:23]4[CH:28]=[CH:27][CH:26]=[CH:25][C:24]=4[O:29][CH3:30])=[CH:21][N:20]([S:31]([C:34]4[CH:35]=[CH:36][C:37]([CH3:40])=[CH:38][CH:39]=4)(=[O:32])=[O:33])[C:17]3=[N:18][CH:19]=2)[CH:11]=1)[C:4]([N:6]([CH3:8])[CH3:7])=[O:5]. (2) Given the reactants C([O:5]C1C=CC(SC(C2C=CC(Cl)=CC=2)C(NO)=O)=CC=1)C#CC.[CH2:25]([O:29][C:30]1[CH:35]=[CH:34][C:33]([S:36]([CH:38]([C:43]2[CH:48]=[CH:47][C:46]([Cl:49])=[CH:45][CH:44]=2)[C:39]([NH:41][OH:42])=[O:40])=[O:37])=[CH:32][CH:31]=1)[C:26]#[C:27][CH3:28], predict the reaction product. The product is: [CH2:25]([O:29][C:30]1[CH:31]=[CH:32][C:33]([S:36]([CH:38]([C:43]2[CH:48]=[CH:47][C:46]([Cl:49])=[CH:45][CH:44]=2)[C:39]([NH:41][OH:42])=[O:40])(=[O:5])=[O:37])=[CH:34][CH:35]=1)[C:26]#[C:27][CH3:28]. (3) Given the reactants CCN=C=NCCCN(C)C.[F:12][C:13]1[CH:18]=[CH:17][C:16]([N:19]2[C:24](=[O:25])[C:23]([C:26]([OH:28])=O)=[CH:22][CH:21]=[N:20]2)=[CH:15][CH:14]=1.[CH3:29][O:30][C:31]1[CH:65]=[CH:64][C:34]([CH2:35][N:36]2[C:40]3=[N:41][CH:42]=[CH:43][C:44]([O:45][C:46]4[CH:51]=[CH:50][C:49]([NH2:52])=[CH:48][C:47]=4[F:53])=[C:39]3[C:38]([N:54]3[CH2:59][CH2:58][N:57]([CH2:60][CH2:61][O:62][CH3:63])[CH2:56][CH2:55]3)=[N:37]2)=[CH:33][CH:32]=1.C(N(CC)CC)C, predict the reaction product. The product is: [CH3:29][O:30][C:31]1[CH:32]=[CH:33][C:34]([CH2:35][N:36]2[C:40]3=[N:41][CH:42]=[CH:43][C:44]([O:45][C:46]4[CH:51]=[CH:50][C:49]([NH:52][C:26]([C:23]5[C:24](=[O:25])[N:19]([C:16]6[CH:15]=[CH:14][C:13]([F:12])=[CH:18][CH:17]=6)[N:20]=[CH:21][CH:22]=5)=[O:28])=[CH:48][C:47]=4[F:53])=[C:39]3[C:38]([N:54]3[CH2:59][CH2:58][N:57]([CH2:60][CH2:61][O:62][CH3:63])[CH2:56][CH2:55]3)=[N:37]2)=[CH:64][CH:65]=1. (4) Given the reactants [C:1]([C:5]1[CH:9]=[C:8]([NH:10][C:11]([NH:13][C@@H:14]2[C:23]3[C:18](=[CH:19][CH:20]=[CH:21][CH:22]=3)[C@H:17]([O:24][C:25]3[CH:26]=[CH:27][C:28]4[N:29]([C:31]([N:34]5[CH2:39][CH2:38][CH2:37][CH2:36][C@@H:35]5[CH3:40])=[N:32][N:33]=4)[CH:30]=3)[CH2:16][CH2:15]2)=[O:12])[N:7]([C:41]2[CH:42]=[C:43]([CH:52]=[CH:53][CH:54]=2)[O:44][CH2:45][CH2:46][O:47]S(C)(=O)=O)[N:6]=1)([CH3:4])([CH3:3])[CH3:2].[CH2:55]([NH:57][CH2:58][CH3:59])[CH3:56].C1C[O:63]CC1, predict the reaction product. The product is: [CH:46]([OH:47])=[O:63].[C:1]([C:5]1[CH:9]=[C:8]([NH:10][C:11]([NH:13][C@@H:14]2[C:23]3[C:18](=[CH:19][CH:20]=[CH:21][CH:22]=3)[C@H:17]([O:24][C:25]3[CH:26]=[CH:27][C:28]4[N:29]([C:31]([N:34]5[CH2:39][CH2:38][CH2:37][CH2:36][C@@H:35]5[CH3:40])=[N:32][N:33]=4)[CH:30]=3)[CH2:16][CH2:15]2)=[O:12])[N:7]([C:41]2[CH:54]=[CH:53][CH:52]=[C:43]([O:44][CH2:45][CH2:46][N:57]([CH2:58][CH3:59])[CH2:55][CH3:56])[CH:42]=2)[N:6]=1)([CH3:2])([CH3:4])[CH3:3].